This data is from Full USPTO retrosynthesis dataset with 1.9M reactions from patents (1976-2016). The task is: Predict the reactants needed to synthesize the given product. The reactants are: [BH4-].[Na+].[CH2:3]([C:5]1[CH:10]=[CH:9][C:8]([CH:11]2[CH2:16][N:15]([C:17]([N:19]3[CH2:24][CH2:23][O:22][CH2:21][CH2:20]3)=[O:18])[CH2:14][CH:13]([C:25](O)=[O:26])[CH2:12]2)=[CH:7][CH:6]=1)[CH3:4].Cl.O. Given the product [CH2:3]([C:5]1[CH:10]=[CH:9][C:8]([CH:11]2[CH2:12][CH:13]([CH2:25][OH:26])[CH2:14][N:15]([C:17]([N:19]3[CH2:20][CH2:21][O:22][CH2:23][CH2:24]3)=[O:18])[CH2:16]2)=[CH:7][CH:6]=1)[CH3:4], predict the reactants needed to synthesize it.